This data is from Reaction yield outcomes from USPTO patents with 853,638 reactions. The task is: Predict the reaction yield, written as a fraction of the theoretical maximum amount of product (1.0 means a 100% yield; for example, 0.34 means a 34% yield). (1) The reactants are C1(P(C2C=CC=CC=2)C2C=CC=CC=2)C=CC=CC=1.[Cl:20][C:21]1[CH:42]=[CH:41][CH:40]=[C:39]([Cl:43])[C:22]=1[C:23]([NH:25][C@H:26]([C:35]([O:37][CH3:38])=[O:36])[CH2:27][C:28]1[CH:33]=[CH:32][C:31]([OH:34])=[CH:30][CH:29]=1)=[O:24].O[C@H:45]1[CH2:49][CH2:48][N:47](C(OC(C)(C)C)=O)[CH2:46]1.N(C(OC(C)(C)C)=O)=NC(OC(C)(C)C)=O. The catalyst is C(Cl)Cl.CO. The product is [Cl:20][C:21]1[CH:42]=[CH:41][CH:40]=[C:39]([Cl:43])[C:22]=1[C:23]([NH:25][C@H:26]([C:35]([O:37][CH3:38])=[O:36])[CH2:27][C:28]1[CH:29]=[CH:30][C:31]([O:34][C@@H:45]2[CH2:49][CH2:48][NH:47][CH2:46]2)=[CH:32][CH:33]=1)=[O:24]. The yield is 0.370. (2) The reactants are [F:1][C:2]1[CH:3]=[C:4]([CH:29]=[CH:30][C:31]=1[F:32])[C:5]([N:7]=[C:8]([NH:23][C@@H:24]([CH3:28])[CH2:25][O:26][CH3:27])[NH:9][C:10]1[C:18]2[C:13](=[CH:14][C:15]([C:19]([F:22])([F:21])[F:20])=[CH:16][CH:17]=2)[NH:12][N:11]=1)=[O:6].CCN(C(C)C)C(C)C.[Cl:42][CH2:43][O:44][C:45](Cl)=[O:46]. The catalyst is C1COCC1. The product is [F:1][C:2]1[CH:3]=[C:4]([CH:29]=[CH:30][C:31]=1[F:32])[C:5]([N:7]=[C:8]([NH:23][C@@H:24]([CH3:28])[CH2:25][O:26][CH3:27])[NH:9][C:10]1[C:18]2[C:13](=[CH:14][C:15]([C:19]([F:20])([F:21])[F:22])=[CH:16][CH:17]=2)[N:12]([C:45]([O:44][CH2:43][Cl:42])=[O:46])[N:11]=1)=[O:6]. The yield is 0.980.